Dataset: Peptide-MHC class I binding affinity with 185,985 pairs from IEDB/IMGT. Task: Regression. Given a peptide amino acid sequence and an MHC pseudo amino acid sequence, predict their binding affinity value. This is MHC class I binding data. (1) The peptide sequence is PSVNEYHMLK. The MHC is HLA-A68:01 with pseudo-sequence HLA-A68:01. The binding affinity (normalized) is 0.432. (2) The peptide sequence is YRTLGVFRY. The MHC is HLA-B15:17 with pseudo-sequence HLA-B15:17. The binding affinity (normalized) is 0.0847. (3) The peptide sequence is SPKIDRGWV. The MHC is HLA-A02:01 with pseudo-sequence HLA-A02:01. The binding affinity (normalized) is 0.0847.